Dataset: Full USPTO retrosynthesis dataset with 1.9M reactions from patents (1976-2016). Task: Predict the reactants needed to synthesize the given product. (1) Given the product [C:32]([N:29]1[CH2:30][CH2:31][C:25]2[C:24]([N:35]3[CH2:40][CH2:39][O:38][CH2:37][C@@H:36]3[CH3:41])=[N:23][C:22]([C:19]3[CH:20]=[CH:21][C:16]([NH:15][C:13]4[NH:14][C:9](=[O:8])[CH:10]=[CH:11][CH:12]=4)=[CH:17][CH:18]=3)=[N:27][C:26]=2[CH2:28]1)(=[O:34])[CH3:33], predict the reactants needed to synthesize it. The reactants are: C([O:8][C:9]1[N:14]=[C:13]([NH:15][C:16]2[CH:21]=[CH:20][C:19]([C:22]3[N:23]=[C:24]([N:35]4[CH2:40][CH2:39][O:38][CH2:37][C@@H:36]4[CH3:41])[C:25]4[CH2:31][CH2:30][N:29]([C:32](=[O:34])[CH3:33])[CH2:28][C:26]=4[N:27]=3)=[CH:18][CH:17]=2)[CH:12]=[CH:11][CH:10]=1)C1C=CC=CC=1.CO.C(O)(=O)C. (2) Given the product [CH:1]1([C:7]2[C:15]3[C:10](=[CH:11][C:12]([C:16]([OH:18])=[O:17])=[CH:13][CH:14]=3)[N:9]([CH2:19][C:20]([N:22]3[CH2:27][CH2:26][O:25][CH2:24][CH2:23]3)=[O:21])[C:8]=2[C:28]2[CH:29]=[CH:30][C:31]([C:34]3[C:41]([O:44][CH3:43])=[N:40][CH:37]=[CH:36][CH:35]=3)=[CH:32][CH:33]=2)[CH2:2][CH2:3][CH2:4][CH2:5][CH2:6]1, predict the reactants needed to synthesize it. The reactants are: [CH:1]1([C:7]2[C:15]3[C:10](=[CH:11][C:12]([C:16]([OH:18])=[O:17])=[CH:13][CH:14]=3)[N:9]([CH2:19][C:20]([N:22]3[CH2:27][CH2:26][O:25][CH2:24][CH2:23]3)=[O:21])[C:8]=2[C:28]2[CH:33]=[CH:32][C:31]([C:34]3C=C[C:37]([N:40](C)[CH3:41])=[CH:36][CH:35]=3)=[CH:30][CH:29]=2)[CH2:6][CH2:5][CH2:4][CH2:3][CH2:2]1.[CH3:43][O:44]C(C1C=C2C(C(C3CCCCC3)=C(C3C=CC(OS(C(F)(F)F)(=O)=O)=CC=3)N2CC(N2CCOCC2)=O)=CC=1)=O.COC1C(B(O)O)=CC=CN=1. (3) The reactants are: [OH:1][CH:2]1[CH2:7][CH2:6][N:5]([C:8]([O:10][C:11]([CH3:14])([CH3:13])[CH3:12])=[O:9])[CH2:4][CH2:3]1.C[O:16][C:17](=[O:25])[C:18]1[CH:23]=[C:22](O)[CH:21]=[N:20][CH:19]=1.C1(P(C2C=CC=CC=2)C2C=CC=CC=2)C=CC=CC=1.N(C(OCC)=O)=NC(OCC)=O.[OH-].[Na+]. Given the product [C:11]([O:10][C:8]([N:5]1[CH2:4][CH2:3][CH:2]([O:1][C:22]2[CH:21]=[N:20][CH:19]=[C:18]([CH:23]=2)[C:17]([OH:25])=[O:16])[CH2:7][CH2:6]1)=[O:9])([CH3:14])([CH3:13])[CH3:12], predict the reactants needed to synthesize it.